This data is from Forward reaction prediction with 1.9M reactions from USPTO patents (1976-2016). The task is: Predict the product of the given reaction. (1) Given the reactants [Cl:1][C:2]1[CH:7]=[CH:6][C:5]([F:8])=[CH:4][C:3]=1[N:9]1[C:13](=[O:14])[CH:12]([CH:15]([CH3:17])[CH3:16])[NH:11][C:10]1=[O:18].[CH2:19](Br)[C:20]1[CH:25]=[CH:24][CH:23]=[CH:22][CH:21]=1.[H-].[Na+], predict the reaction product. The product is: [CH2:19]([N:11]1[CH:12]([CH:15]([CH3:16])[CH3:17])[C:13](=[O:14])[N:9]([C:3]2[CH:4]=[C:5]([F:8])[CH:6]=[CH:7][C:2]=2[Cl:1])[C:10]1=[O:18])[C:20]1[CH:25]=[CH:24][CH:23]=[CH:22][CH:21]=1. (2) Given the reactants [C:1]([N:4]1[C:13]2[C:8](=[CH:9][C:10]([C:14]3[CH:19]=[CH:18][C:17]([C:20]([NH:22][CH2:23][CH2:24][NH:25]C(OC(C)(C)C)=O)=[O:21])=[CH:16][CH:15]=3)=[CH:11][CH:12]=2)[C@H:7]([NH:33][C:34](=[O:39])[O:35][CH:36]([CH3:38])[CH3:37])[CH2:6][C@@H:5]1[CH3:40])(=[O:3])[CH3:2].[ClH:41], predict the reaction product. The product is: [ClH:41].[C:1]([N:4]1[C:13]2[C:8](=[CH:9][C:10]([C:14]3[CH:15]=[CH:16][C:17]([C:20](=[O:21])[NH:22][CH2:23][CH2:24][NH2:25])=[CH:18][CH:19]=3)=[CH:11][CH:12]=2)[C@H:7]([NH:33][C:34](=[O:39])[O:35][CH:36]([CH3:37])[CH3:38])[CH2:6][C@@H:5]1[CH3:40])(=[O:3])[CH3:2]. (3) Given the reactants Cl[C:2]1[CH:3]=[C:4]([C:17]2[N:22]=[C:21]([CH3:23])[N:20]=[C:19]([N:24]([CH2:34][C:35]3[CH:40]=[CH:39][C:38]([O:41][CH3:42])=[CH:37][CH:36]=3)[CH2:25][C:26]3[CH:31]=[CH:30][C:29]([O:32][CH3:33])=[CH:28][CH:27]=3)[N:18]=2)[C:5]([NH:8][C:9]2[CH:10]=[N:11][C:12]([O:15][CH3:16])=[CH:13][CH:14]=2)=[N:6][CH:7]=1.C1(P(C2CCCCC2)C2C=CC=CC=2C2C(C(C)C)=CC(C(C)C)=CC=2C(C)C)CCCCC1.C([Sn](CCCC)(CCCC)[C:82]1[CH:87]=[CH:86][CH:85]=[CH:84][N:83]=1)CCC, predict the reaction product. The product is: [CH3:33][O:32][C:29]1[CH:30]=[CH:31][C:26]([CH2:25][N:24]([CH2:34][C:35]2[CH:40]=[CH:39][C:38]([O:41][CH3:42])=[CH:37][CH:36]=2)[C:19]2[N:20]=[C:21]([CH3:23])[N:22]=[C:17]([C:4]3[CH:3]=[C:2]([C:82]4[CH:87]=[CH:86][CH:85]=[CH:84][N:83]=4)[CH:7]=[N:6][C:5]=3[NH:8][C:9]3[CH:10]=[N:11][C:12]([O:15][CH3:16])=[CH:13][CH:14]=3)[N:18]=2)=[CH:27][CH:28]=1. (4) Given the reactants [H-].[Al+3].[Li+].[H-].[H-].[H-].[CH2:7]([N:14]1[CH2:19][CH2:18][O:17][CH:16]([CH3:20])[C:15]1=O)[C:8]1[CH:13]=[CH:12][CH:11]=[CH:10][CH:9]=1, predict the reaction product. The product is: [CH2:7]([N:14]1[CH2:19][CH2:18][O:17][CH:16]([CH3:20])[CH2:15]1)[C:8]1[CH:9]=[CH:10][CH:11]=[CH:12][CH:13]=1. (5) Given the reactants [C:1](Cl)([C:14]1[CH:19]=[CH:18][CH:17]=[CH:16][CH:15]=1)([C:8]1[CH:13]=[CH:12][CH:11]=[CH:10][CH:9]=1)[C:2]1[CH:7]=[CH:6][CH:5]=[CH:4][CH:3]=1.C(N(C(C)C)CC)(C)C.[SH:30][CH2:31][CH2:32][CH2:33][CH2:34][CH2:35][CH2:36][CH2:37][CH2:38][CH2:39][CH2:40][C:41]([OH:43])=[O:42], predict the reaction product. The product is: [C:1]([S:30][CH2:31][CH2:32][CH2:33][CH2:34][CH2:35][CH2:36][CH2:37][CH2:38][CH2:39][CH2:40][C:41]([OH:43])=[O:42])([C:14]1[CH:19]=[CH:18][CH:17]=[CH:16][CH:15]=1)([C:8]1[CH:13]=[CH:12][CH:11]=[CH:10][CH:9]=1)[C:2]1[CH:7]=[CH:6][CH:5]=[CH:4][CH:3]=1. (6) Given the reactants [C:1]([O:5][C:6](=[O:30])[NH:7][CH2:8][CH:9]([N:19]1C(=O)C2C(=CC=CC=2)C1=O)[CH2:10][O:11][C:12]1[CH:17]=[CH:16][C:15]([F:18])=[CH:14][CH:13]=1)([CH3:4])([CH3:3])[CH3:2].CN, predict the reaction product. The product is: [C:1]([O:5][C:6](=[O:30])[NH:7][CH2:8][CH:9]([NH2:19])[CH2:10][O:11][C:12]1[CH:13]=[CH:14][C:15]([F:18])=[CH:16][CH:17]=1)([CH3:4])([CH3:2])[CH3:3].